From a dataset of Forward reaction prediction with 1.9M reactions from USPTO patents (1976-2016). Predict the product of the given reaction. (1) Given the reactants CC(C)CC[NH:5][C:6]1[S:7][CH:8]=[C:9]([C:11]2[CH:18]=[CH:17][C:14]([CH2:15][NH2:16])=[CH:13][CH:12]=2)[N:10]=1.[H-].[Al+3].[Li+].[H-].[H-].[H-].CC(C)CCNC1SC=C(C2C=CC(C#N)=CC=2)N=1, predict the reaction product. The product is: [NH2:5][C:6]1[S:7][CH:8]=[C:9]([C:11]2[CH:12]=[CH:13][C:14]([C:15]#[N:16])=[CH:17][CH:18]=2)[N:10]=1. (2) Given the reactants [NH:1]1[C:9]2[C:4](=[CH:5][CH:6]=[CH:7][CH:8]=2)[C:3]([CH:10]=[CH:11][C:12]([OH:14])=O)=[CH:2]1.C(N1C=CN=C1)([N:17]1[CH:21]=[CH:20]N=C1)=O.[Cl:27][C:28]1[CH:29]=[C:30]2[C:39](=[CH:40][CH:41]=1)[C:38]([NH:42][CH2:43][CH2:44][CH2:45][CH2:46]C(N)C)=[C:37]1[C:32]([CH2:33][CH2:34][CH2:35][CH2:36]1)=[N:31]2, predict the reaction product. The product is: [Cl:27][C:28]1[CH:29]=[C:30]2[C:39](=[CH:40][CH:41]=1)[C:38]([NH:42][CH2:43][CH2:44][CH2:45][CH2:46][CH2:20][CH2:21][NH:17][C:12](=[O:14])[CH:11]=[CH:10][C:3]1[C:4]3[C:9](=[CH:8][CH:7]=[CH:6][CH:5]=3)[NH:1][CH:2]=1)=[C:37]1[C:32]([CH2:33][CH2:34][CH2:35][CH2:36]1)=[N:31]2. (3) The product is: [CH3:27][N:23]1[C:24]2[C:20](=[CH:19][C:18]([O:17][C:14]3[N:13]=[CH:12][C:11]([N:7]4[C:6]5([C:28](=[O:29])[NH:74][C:47](=[O:50])[NH:46][C:4]5=[O:5])[CH2:10][CH2:9][CH2:8]4)=[CH:16][CH:15]=3)=[CH:26][CH:25]=2)[CH:21]=[N:22]1. Given the reactants C(O[C:4]([C:6]1([C:28](OCC)=[O:29])[CH2:10][CH2:9][CH2:8][N:7]1[C:11]1[CH:12]=[N:13][C:14]([O:17][C:18]2[CH:19]=[C:20]3[C:24](=[CH:25][CH:26]=2)[N:23]([CH3:27])[N:22]=[CH:21]3)=[CH:15][CH:16]=1)=[O:5])C.C(OC(=O)C(NC1C=[N:46][C:47]([O:50]C2C=C3C(=CC=2)N(C)N=C3)=CC=1)C(OCC)=O)C.BrCCCBr.C(=O)([O-])[O-].[Cs+].[Cs+].C[N:74](C)C=O, predict the reaction product. (4) Given the reactants [F:1][C:2]1[C:3]([O:20][CH3:21])=[C:4]([C:8]2([CH2:11][C:12](O)([C:15]([F:18])([F:17])[F:16])[CH:13]=O)[CH2:10][CH2:9]2)[CH:5]=[CH:6][CH:7]=1.[NH2:22][C:23]1[CH:32]=[CH:31][CH:30]=[C:29]2[C:24]=1[CH:25]=[N:26][N:27]([CH3:34])[C:28]2=[O:33].O, predict the reaction product. The product is: [F:1][C:2]1[C:3]([O:20][CH3:21])=[C:4]([C:8]2([CH2:11][CH:12]([C:15]([F:18])([F:17])[F:16])[CH2:13][N:22]=[C:23]3[CH:32]=[CH:31][CH:30]=[C:29]4[C:24]3=[CH:25][NH:26][N:27]([CH3:34])[C:28]4=[O:33])[CH2:10][CH2:9]2)[CH:5]=[CH:6][CH:7]=1. (5) Given the reactants [Br:1][C:2]1[CH:3]=[CH:4][C:5]2[N:6]([N:8]=[C:9]([C:14]3[CH:19]=[CH:18][CH:17]=[CH:16][CH:15]=3)[C:10]=2C(O)=O)[CH:7]=1, predict the reaction product. The product is: [Br:1][C:2]1[CH:3]=[CH:4][C:5]2[N:6]([N:8]=[C:9]([C:14]3[CH:19]=[CH:18][CH:17]=[CH:16][CH:15]=3)[CH:10]=2)[CH:7]=1. (6) Given the reactants Br[C:2]1[C:10]2[C:9]([NH:11][C:12]3[CH:13]=[C:14]4[C:18](=[CH:19][CH:20]=3)[NH:17][N:16]=[CH:15]4)=[N:8][CH:7]=[N:6][C:5]=2[NH:4][CH:3]=1.[N:21]1[CH:26]=[CH:25][CH:24]=[C:23](B(O)O)[CH:22]=1, predict the reaction product. The product is: [NH:17]1[C:18]2[C:14](=[CH:13][C:12]([NH:11][C:9]3[C:10]4[C:2]([C:23]5[CH:22]=[N:21][CH:26]=[CH:25][CH:24]=5)=[CH:3][NH:4][C:5]=4[N:6]=[CH:7][N:8]=3)=[CH:20][CH:19]=2)[CH:15]=[N:16]1. (7) Given the reactants CN(C(ON1N=NC2C=CC=NC1=2)=[N+](C)C)C.F[P-](F)(F)(F)(F)F.[F:25][C:26]([F:41])([F:40])[C:27]1[C:35]2[CH2:34][CH2:33][CH2:32][CH2:31][C:30]=2[N:29]([CH2:36][C:37]([OH:39])=O)[N:28]=1.CCN(C(C)C)C(C)C.[CH3:51][C:52]1[S:53][C:54]([CH:63]([NH2:71])[CH2:64][C:65]2[CH:70]=[CH:69][CH:68]=[CH:67][CH:66]=2)=[C:55]([C:57]2[CH:62]=[CH:61][CH:60]=[CH:59][CH:58]=2)[N:56]=1, predict the reaction product. The product is: [CH3:51][C:52]1[S:53][C:54]([C@@H:63]([NH:71][C:37](=[O:39])[CH2:36][N:29]2[C:30]3[CH2:31][CH2:32][CH2:33][CH2:34][C:35]=3[C:27]([C:26]([F:25])([F:41])[F:40])=[N:28]2)[CH2:64][C:65]2[CH:66]=[CH:67][CH:68]=[CH:69][CH:70]=2)=[C:55]([C:57]2[CH:62]=[CH:61][CH:60]=[CH:59][CH:58]=2)[N:56]=1. (8) Given the reactants [CH:1]([C:3]1[CH:15]=[CH:14][C:6]([C:7]([NH:9][CH:10]=[N:11][O:12][CH3:13])=[O:8])=[C:5]([CH3:16])[CH:4]=1)=O.Cl.[OH:18][NH2:19], predict the reaction product. The product is: [OH:18][N:19]=[CH:1][C:3]1[CH:15]=[CH:14][C:6]([C:7]([NH:9][CH:10]=[N:11][O:12][CH3:13])=[O:8])=[C:5]([CH3:16])[CH:4]=1.